This data is from Full USPTO retrosynthesis dataset with 1.9M reactions from patents (1976-2016). The task is: Predict the reactants needed to synthesize the given product. (1) Given the product [CH2:1]([O:3][C:4](=[O:18])[C:5]1[CH:10]=[CH:9][C:8]([CH2:11][N:28]2[CH2:29][CH2:30][CH2:31][C@H:26]([N:25]([C:24]([O:23][C:19]([CH3:22])([CH3:21])[CH3:20])=[O:33])[CH3:32])[CH2:27]2)=[C:7]([O:13][C:14]([F:17])([F:16])[F:15])[CH:6]=1)[CH3:2], predict the reactants needed to synthesize it. The reactants are: [CH2:1]([O:3][C:4](=[O:18])[C:5]1[CH:10]=[CH:9][C:8]([CH:11]=O)=[C:7]([O:13][C:14]([F:17])([F:16])[F:15])[CH:6]=1)[CH3:2].[C:19]([O:23][C:24](=[O:33])[N:25]([CH3:32])[C@H:26]1[CH2:31][CH2:30][CH2:29][NH:28][CH2:27]1)([CH3:22])([CH3:21])[CH3:20]. (2) Given the product [NH2:14][C:9]1[CH:8]=[CH:7][CH:6]=[C:5]([O:4][CH3:3])[C:10]=1[C:11]([NH:2][CH3:1])=[O:12], predict the reactants needed to synthesize it. The reactants are: [CH3:1][NH2:2].[CH3:3][O:4][C:5]1[C:10]2[C:11](=O)[O:12]C(=O)[NH:14][C:9]=2[CH:8]=[CH:7][CH:6]=1. (3) Given the product [CH2:1]([N:3]1[CH:7]=[C:6]([C:8]2[CH:13]=[CH:12][N:11]=[C:10]3[NH:14][C:15]([C:17]4[CH:22]=[CH:21][C:20]([CH2:23][N:24]5[CH2:29][CH2:28][O:27][CH2:26][CH2:25]5)=[CH:19][CH:18]=4)=[CH:16][C:9]=23)[C:5]([C:30]2[CH:35]=[CH:34][C:33]([NH:36][C:40]([N:39]3[CH2:42][CH2:43][CH2:38][CH2:37]3)=[O:46])=[CH:32][CH:31]=2)=[N:4]1)[CH3:2], predict the reactants needed to synthesize it. The reactants are: [CH2:1]([N:3]1[CH:7]=[C:6]([C:8]2[CH:13]=[CH:12][N:11]=[C:10]3[NH:14][C:15]([C:17]4[CH:22]=[CH:21][C:20]([CH2:23][N:24]5[CH2:29][CH2:28][O:27][CH2:26][CH2:25]5)=[CH:19][CH:18]=4)=[CH:16][C:9]=23)[C:5]([C:30]2[CH:35]=[CH:34][C:33]([NH2:36])=[CH:32][CH:31]=2)=[N:4]1)[CH3:2].[CH2:37]([N:39]([CH2:42][CH3:43])[CH2:40]C)[CH3:38].ClC(OC(C)=C)=[O:46].N1CCCC1. (4) Given the product [OH:25][C@H:3]1[C@@H:2]([O:1][CH2:13][CH2:15][O:16][CH3:17])[C:11]2[CH:10]=[CH:9][N:8]3[C:12]([CH3:18])=[C:13]([CH2:15][O:16][CH3:17])[N:14]=[C:7]3[C:6]=2[NH:5][C@@H:4]1[C:19]1[CH:20]=[CH:21][CH:22]=[CH:23][CH:24]=1, predict the reactants needed to synthesize it. The reactants are: [OH:1][C@@H:2]1[C:11]2[CH:10]=[CH:9][N:8]3[C:12]([CH3:18])=[C:13]([CH2:15][O:16][CH3:17])[N:14]=[C:7]3[C:6]=2[NH:5][C@H:4]([C:19]2[CH:24]=[CH:23][CH:22]=[CH:21][CH:20]=2)[C@H:3]1[OH:25].CS(O)(=O)=O.ClCCl. (5) Given the product [CH3:1][C:2]1[N:3]=[C:4]([C:14]2[CH:19]=[CH:18][CH:17]=[CH:16][C:15]=2[O:20][CH2:21][C:22]2[CH:27]=[CH:26][CH:25]=[CH:24][CH:23]=2)[N:5]([CH2:31][CH2:32][C:33]2[CH:38]=[CH:37][CH:36]=[CH:35][CH:34]=2)[C:6](=[O:13])[C:7]=1[C:8]([O:10][CH2:11][CH3:12])=[O:9], predict the reactants needed to synthesize it. The reactants are: [CH3:1][C:2]1[N:3]=[C:4]([C:14]2[CH:19]=[CH:18][CH:17]=[CH:16][C:15]=2[O:20][CH2:21][C:22]2[CH:27]=[CH:26][CH:25]=[CH:24][CH:23]=2)[NH:5][C:6](=[O:13])[C:7]=1[C:8]([O:10][CH2:11][CH3:12])=[O:9].[H-].[Li+].Br[CH2:31][CH2:32][C:33]1[CH:38]=[CH:37][CH:36]=[CH:35][CH:34]=1. (6) Given the product [Br:1][C:2]1[CH:3]=[C:4]2[C:8](=[C:9]([C:11]([OH:13])=[O:12])[CH:10]=1)[NH:7][CH:6]=[C:5]2[CH2:15][CH:16]1[CH2:17][CH2:18][S:19](=[O:22])(=[O:23])[CH2:20][CH2:21]1, predict the reactants needed to synthesize it. The reactants are: [Br:1][C:2]1[CH:3]=[C:4]2[C:8](=[C:9]([C:11]([O:13]C)=[O:12])[CH:10]=1)[NH:7][CH:6]=[C:5]2[CH2:15][CH:16]1[CH2:21][CH2:20][S:19](=[O:23])(=[O:22])[CH2:18][CH2:17]1.[Li+].[OH-]. (7) Given the product [NH2:1][C:2]1[C:11]2[C:6](=[CH:7][CH:8]=[C:9]([C:12]3[S:16][C:15]([CH2:17][NH:18][C:19]4[N:29]=[CH:28][CH:27]=[CH:26][C:20]=4[C:21]([OH:23])=[O:22])=[CH:14][CH:13]=3)[CH:10]=2)[N:5]=[CH:4][N:3]=1, predict the reactants needed to synthesize it. The reactants are: [NH2:1][C:2]1[C:11]2[C:6](=[CH:7][CH:8]=[C:9]([C:12]3[S:16][C:15]([CH2:17][NH:18][C:19]4[N:29]=[CH:28][CH:27]=[CH:26][C:20]=4[C:21]([O:23]CC)=[O:22])=[CH:14][CH:13]=3)[CH:10]=2)[N:5]=[CH:4][N:3]=1.C(O)C.[OH-].[Na+].O.Cl. (8) Given the product [CH2:1]([N:8]1[C:23](=[O:24])[CH2:22][O:14][CH2:13][C@H:9]1[C:10]([OH:12])=[O:11])[C:2]1[CH:7]=[CH:6][CH:5]=[CH:4][CH:3]=1, predict the reactants needed to synthesize it. The reactants are: [CH2:1]([NH:8][C@@H:9]([CH2:13][OH:14])[C:10]([OH:12])=[O:11])[C:2]1[CH:7]=[CH:6][CH:5]=[CH:4][CH:3]=1.C(=O)([O-])[O-].[K+].[K+].Cl[CH2:22][C:23](Cl)=[O:24].[OH-].[Na+]. (9) Given the product [O:32]1[C:33]2[C:37](=[CH:38][CH:39]=[CH:35][CH:34]=2)[CH:36]=[CH:29][C:30]1=[O:31], predict the reactants needed to synthesize it. The reactants are: C[C@H]1[C@]23C[C@H](C(C)(C)[C@@H]2CC1)[C@@](O)(C)CC3.O=CC1C=CC(O)=C(OC)C=1.C[CH2:29][C:30]([O:32][CH:33]1[CH:37]2[CH:38]3CC=C[CH:39]3[CH:35]([CH2:36]2)[CH2:34]1)=[O:31].C1(CCO)C=CC=CC=1. (10) Given the product [C:19]([O:23][C:24](=[O:25])[NH:13][CH:11]1[CH2:10][CH2:9][N:8]([CH2:1][C:2]2[CH:3]=[CH:4][CH:5]=[CH:6][CH:7]=2)[CH2:12]1)([CH3:22])([CH3:21])[CH3:20], predict the reactants needed to synthesize it. The reactants are: [CH2:1]([N:8]1[CH2:12][CH:11]([NH2:13])[CH2:10][CH2:9]1)[C:2]1[CH:7]=[CH:6][CH:5]=[CH:4][CH:3]=1.C(O)(C)(C)C.[C:19]([O:23][C:24](OC([O-])=O)=[O:25])([CH3:22])([CH3:21])[CH3:20].